Task: Predict the reaction yield, written as a fraction of the theoretical maximum amount of product (1.0 means a 100% yield; for example, 0.34 means a 34% yield).. Dataset: Reaction yield outcomes from USPTO patents with 853,638 reactions (1) The reactants are Br[CH2:2][C:3]1[C:13]([Cl:14])=[N:12][CH:11]=[CH:10][C:4]=1[C:5]([O:7]CC)=O.Cl.[CH3:16][C:17]1[N:22]=[C:21]([CH:23]([NH2:25])[CH3:24])[CH:20]=[N:19][C:18]=1[O:26][CH2:27][C:28]([F:31])([F:30])[F:29]. No catalyst specified. The product is [Cl:14][C:13]1[C:3]2[CH2:2][N:25]([CH:23]([C:21]3[CH:20]=[N:19][C:18]([O:26][CH2:27][C:28]([F:30])([F:31])[F:29])=[C:17]([CH3:16])[N:22]=3)[CH3:24])[C:5](=[O:7])[C:4]=2[CH:10]=[CH:11][N:12]=1. The yield is 0.800. (2) The reactants are Br[C:2]1[CH:12]=[CH:11][C:5]2[CH:6]=[C:7]([CH:9]=[O:10])[S:8][C:4]=2[CH:3]=1.[CH2:13]([B-](F)(F)F)[CH2:14][CH2:15][CH3:16].[K+]. No catalyst specified. The product is [CH2:13]([C:2]1[CH:12]=[CH:11][C:5]2[CH:6]=[C:7]([CH:9]=[O:10])[S:8][C:4]=2[CH:3]=1)[CH2:14][CH2:15][CH3:16]. The yield is 0.780. (3) The reactants are Br[C:2]1[CH:7]=[CH:6][C:5]([C:8](=[C:16]2[CH2:21][C:20]([CH3:23])([CH3:22])[CH2:19][C:18]([CH3:25])([CH3:24])[CH2:17]2)[C:9]2[CH:14]=[CH:13][C:12]([OH:15])=[CH:11][CH:10]=2)=[CH:4][CH:3]=1.[CH3:26][S:27]([C:30]1[CH:35]=[CH:34][C:33](B(O)O)=[CH:32][CH:31]=1)(=[O:29])=[O:28].C([O-])([O-])=O.[Na+].[Na+]. The catalyst is C1C=CC([P]([Pd]([P](C2C=CC=CC=2)(C2C=CC=CC=2)C2C=CC=CC=2)([P](C2C=CC=CC=2)(C2C=CC=CC=2)C2C=CC=CC=2)[P](C2C=CC=CC=2)(C2C=CC=CC=2)C2C=CC=CC=2)(C2C=CC=CC=2)C2C=CC=CC=2)=CC=1.COCCOC. The product is [CH3:26][S:27]([C:30]1[CH:35]=[CH:34][C:33]([C:2]2[CH:3]=[CH:4][C:5]([C:8](=[C:16]3[CH2:17][C:18]([CH3:25])([CH3:24])[CH2:19][C:20]([CH3:23])([CH3:22])[CH2:21]3)[C:9]3[CH:10]=[CH:11][C:12]([OH:15])=[CH:13][CH:14]=3)=[CH:6][CH:7]=2)=[CH:32][CH:31]=1)(=[O:29])=[O:28]. The yield is 0.530.